From a dataset of Peptide-MHC class II binding affinity with 134,281 pairs from IEDB. Regression. Given a peptide amino acid sequence and an MHC pseudo amino acid sequence, predict their binding affinity value. This is MHC class II binding data. (1) The peptide sequence is PNYLALLVKYVDGDG. The MHC is HLA-DPA10201-DPB10501 with pseudo-sequence HLA-DPA10201-DPB10501. The binding affinity (normalized) is 0.437. (2) The peptide sequence is EQEDIMIRGLDRFFS. The MHC is DRB1_0101 with pseudo-sequence DRB1_0101. The binding affinity (normalized) is 0.105. (3) The MHC is HLA-DQA10301-DQB10302 with pseudo-sequence HLA-DQA10301-DQB10302. The binding affinity (normalized) is 0.234. The peptide sequence is EKKYFAATQFSPLAA. (4) The peptide sequence is KLAQRRVFHGVAKNP. The MHC is DRB4_0103 with pseudo-sequence DRB4_0103. The binding affinity (normalized) is 0.797.